From a dataset of Catalyst prediction with 721,799 reactions and 888 catalyst types from USPTO. Predict which catalyst facilitates the given reaction. Reactant: C[Si]([N:5]=[C:6]=[O:7])(C)C.[Cl:8][C:9]1[S:13][C:12]([C:14]([NH:16][C:17]2[CH:25]=[CH:24][CH:23]=[C:22]3[C:18]=2[C:19](=[O:35])[N:20]([CH2:27][CH2:28][CH:29]2[CH2:34][CH2:33][NH:32][CH2:31][CH2:30]2)[C:21]3=[O:26])=[O:15])=[CH:11][CH:10]=1. Product: [Cl:8][C:9]1[S:13][C:12]([C:14]([NH:16][C:17]2[CH:25]=[CH:24][CH:23]=[C:22]3[C:18]=2[C:19](=[O:35])[N:20]([CH2:27][CH2:28][CH:29]2[CH2:34][CH2:33][N:32]([C:6]([NH2:5])=[O:7])[CH2:31][CH2:30]2)[C:21]3=[O:26])=[O:15])=[CH:11][CH:10]=1. The catalyst class is: 4.